From a dataset of Full USPTO retrosynthesis dataset with 1.9M reactions from patents (1976-2016). Predict the reactants needed to synthesize the given product. (1) Given the product [F:16][C:13]1[CH:14]=[CH:15][C:10]([C:3]2[CH2:27][C:26]([C:24]3[CH:23]=[C:22]([Cl:32])[C:21]([Cl:33])=[C:20]([Cl:19])[CH:25]=3)([C:28]([F:31])([F:30])[F:29])[CH2:5][N:4]=2)=[CH:11][C:12]=1[C:17]#[N:18], predict the reactants needed to synthesize it. The reactants are: CS[C:3]([C:10]1[CH:15]=[CH:14][C:13]([F:16])=[C:12]([C:17]#[N:18])[CH:11]=1)=[N:4][CH2:5][Si](C)(C)C.[Cl:19][C:20]1[CH:25]=[C:24]([C:26]([C:28]([F:31])([F:30])[F:29])=[CH2:27])[CH:23]=[C:22]([Cl:32])[C:21]=1[Cl:33].F.C([N+](CCCC)(CCCC)CCCC)CCC. (2) Given the product [C:5]([O:9][C:10](=[O:28])[N:11]([CH2:15][C:16]1[CH:21]=[C:20]([CH2:22][CH2:23][NH2:24])[CH:19]=[CH:18][C:17]=1[Cl:27])[CH:12]1[CH2:13][CH2:14]1)([CH3:8])([CH3:6])[CH3:7], predict the reactants needed to synthesize it. The reactants are: P(C)(C)C.[C:5]([O:9][C:10](=[O:28])[N:11]([CH2:15][C:16]1[CH:21]=[C:20]([CH2:22][CH2:23][N:24]=[N+]=[N-])[CH:19]=[CH:18][C:17]=1[Cl:27])[CH:12]1[CH2:14][CH2:13]1)([CH3:8])([CH3:7])[CH3:6].P([O-])([O-])([O-])=O. (3) Given the product [Br:1][C:2]1[CH:7]=[CH:6][C:5]([C:8]([C:10]2[CH:15]=[CH:14][CH:13]=[CH:12][CH:11]=2)([OH:9])[CH3:18])=[CH:4][C:3]=1[O:16][CH3:17], predict the reactants needed to synthesize it. The reactants are: [Br:1][C:2]1[CH:7]=[CH:6][C:5]([C:8]([C:10]2[CH:15]=[CH:14][CH:13]=[CH:12][CH:11]=2)=[O:9])=[CH:4][C:3]=1[O:16][CH3:17].[CH3:18][Mg]Br. (4) Given the product [F:1][C:2]1[CH:7]=[CH:6][C:5]([C:8]2[C:13]([N:14]3[CH2:19][CH2:18][CH:17]([C:20]([N:27]4[CH2:28][CH2:29][C@@H:25]([F:24])[CH2:26]4)=[O:22])[CH2:16][CH2:15]3)=[CH:12][N:11]=[CH:10][N:9]=2)=[CH:4][CH:3]=1, predict the reactants needed to synthesize it. The reactants are: [F:1][C:2]1[CH:7]=[CH:6][C:5]([C:8]2[C:13]([N:14]3[CH2:19][CH2:18][CH:17]([C:20]([OH:22])=O)[CH2:16][CH2:15]3)=[CH:12][N:11]=[CH:10][N:9]=2)=[CH:4][CH:3]=1.Cl.[F:24][C@@H:25]1[CH2:29][CH2:28][NH:27][CH2:26]1.CN(C(ON1N=NC2C=CC=NC1=2)=[N+](C)C)C.F[P-](F)(F)(F)(F)F.CCN(C(C)C)C(C)C. (5) Given the product [Cl:1][C:2]1[CH:11]=[CH:10][C:5]([C:6]([OH:8])=[O:7])=[C:4]([O:12][C:13]2[CH:18]=[CH:17][C:16]([S:19]([CH3:22])(=[O:20])=[O:21])=[CH:15][C:14]=2[Cl:23])[CH:3]=1, predict the reactants needed to synthesize it. The reactants are: [Cl:1][C:2]1[CH:11]=[CH:10][C:5]([C:6]([O:8]C)=[O:7])=[C:4]([O:12][C:13]2[CH:18]=[CH:17][C:16]([S:19]([CH3:22])(=[O:21])=[O:20])=[CH:15][C:14]=2[Cl:23])[CH:3]=1.[OH-].[Na+].CO. (6) Given the product [CH3:1][N:2]1[CH2:7][CH2:6][CH:5]([C:8]([N:16]2[CH2:17][CH2:18][NH:19][CH2:20][CH2:21]2)([C:10]2[CH:15]=[CH:14][CH:13]=[CH:12][CH:11]=2)[CH3:9])[CH2:4][CH2:3]1, predict the reactants needed to synthesize it. The reactants are: [CH3:1][N:2]1[CH2:7][CH2:6][CH:5]([C:8]([N:16]2[CH2:21][CH2:20][N:19](C(OC(C)(C)C)=O)[CH2:18][CH2:17]2)([C:10]2[CH:15]=[CH:14][CH:13]=[CH:12][CH:11]=2)[CH3:9])[CH2:4][CH2:3]1.FC(F)(F)C(O)=O. (7) Given the product [CH3:19][C:12]1([CH3:20])[C:13]2[C:18](=[CH:17][CH:16]=[CH:15][CH:14]=2)[CH:10]([N:6]2[C:5]([CH2:3][OH:2])=[CH:9][N:8]=[CH:7]2)[CH2:11]1, predict the reactants needed to synthesize it. The reactants are: C[O:2][C:3]([C:5]1[N:6]([CH:10]2[C:18]3[C:13](=[CH:14][CH:15]=[CH:16][CH:17]=3)[C:12]([CH3:20])([CH3:19])[CH2:11]2)[CH:7]=[N:8][CH:9]=1)=O.[H-].[H-].[H-].[H-].[Li+].[Al+3].[F-].[Na+].